From a dataset of Catalyst prediction with 721,799 reactions and 888 catalyst types from USPTO. Predict which catalyst facilitates the given reaction. (1) Reactant: [O:1]([C:8]1[CH:14]=[CH:13][CH:12]=[CH:11][C:9]=1[NH2:10])[C:2]1[CH:7]=[CH:6][CH:5]=[CH:4][CH:3]=1.[CH3:15][S:16][CH3:17].ClN1[C:23](=[O:24])[CH2:22]CC1=O.C(=O)=O.CC(C)=O.C(N(CC)CC)C.S([O-])([O-])=O.[Na+].[Na+]. Product: [CH3:15][S:16][CH2:17][C:11]1[CH:12]=[CH:13][CH:14]=[C:8]([O:1][C:2]2[CH:3]=[CH:4][CH:5]=[CH:6][CH:7]=2)[C:9]=1[NH:10][C:23](=[O:24])[CH3:22]. The catalyst class is: 46. (2) Reactant: C(N(CC)CC)C.Cl[C:9]1[N:10]=[N:11][C:12]([C:15]2[CH:20]=[CH:19][C:18]([Cl:21])=[CH:17][CH:16]=2)=[CH:13][CH:14]=1.[CH2:22]([C:26]1[CH:37]=[CH:36][C:29]([CH2:30][N:31]2[CH2:35][CH2:34][CH2:33][CH2:32]2)=[CH:28][CH:27]=1)[CH2:23][C:24]#[CH:25].O. Product: [Cl:21][C:18]1[CH:19]=[CH:20][C:15]([C:12]2[N:11]=[N:10][C:9]([C:25]#[C:24][CH2:23][CH2:22][C:26]3[CH:37]=[CH:36][C:29]([CH2:30][N:31]4[CH2:35][CH2:34][CH2:33][CH2:32]4)=[CH:28][CH:27]=3)=[CH:14][CH:13]=2)=[CH:16][CH:17]=1. The catalyst class is: 122. (3) Reactant: C(OC(N[CH2:9][C:10]1[CH:11]=[C:12]([C:16]2[CH:21]=[C:20]([CH:22]=[CH2:23])[CH:19]=[C:18]([CH2:24][O:25][C:26]3[CH:31]=[CH:30][CH:29]=[CH:28][C:27]=3[CH2:32][C:33]([O:35]C(C)(C)C)=[O:34])[CH:17]=2)[CH:13]=[CH:14][CH:15]=1)=O)(C)(C)C.OS(O)(=O)=O.[NH4+:45].[OH-:46]. Product: [NH2:45][CH2:9][C:10]1[CH:11]=[C:12]([C:16]2[CH:21]=[C:20]([CH:22]([OH:46])[CH3:23])[CH:19]=[C:18]([CH2:24][O:25][C:26]3[CH:31]=[CH:30][CH:29]=[CH:28][C:27]=3[CH2:32][C:33]([OH:35])=[O:34])[CH:17]=2)[CH:13]=[CH:14][CH:15]=1. The catalyst class is: 38.